From a dataset of Full USPTO retrosynthesis dataset with 1.9M reactions from patents (1976-2016). Predict the reactants needed to synthesize the given product. (1) Given the product [C:1]([O:5][CH2:6][CH2:7][CH2:8][CH2:9][CH2:10][CH:11]([CH3:13])[CH3:12])(=[O:4])[CH:2]=[CH2:3].[C:14]([O:18][CH2:19][CH2:20][OH:21])(=[O:17])[CH:15]=[CH2:16].[C:22]([O:25][CH:26]=[CH2:27])(=[O:24])[CH3:23], predict the reactants needed to synthesize it. The reactants are: [C:1]([O:5][CH2:6][CH2:7][CH2:8][CH2:9][CH2:10][CH:11]([CH3:13])[CH3:12])(=[O:4])[CH:2]=[CH2:3].[C:14]([O:18][CH2:19][CH2:20][OH:21])(=[O:17])[CH:15]=[CH2:16].[C:22]([O:25][CH:26]=[CH2:27])(=[O:24])[CH3:23].N(C(C)(CC)C#N)=NC(C)(CC)C#N. (2) Given the product [C:24]([C:28]1[CH:33]=[CH:32][C:31]([S:34]([NH:1][C:2]2[CH:7]=[N:6][CH:5]=[C:4]([C:8]3[S:12][C:11]([C:13]4[CH:14]=[C:15]5[C:19](=[CH:20][CH:21]=4)[C:18](=[O:22])[N:17]([CH3:23])[CH2:16]5)=[CH:10][CH:9]=3)[CH:3]=2)(=[O:36])=[O:35])=[CH:30][CH:29]=1)([CH3:27])([CH3:25])[CH3:26], predict the reactants needed to synthesize it. The reactants are: [NH2:1][C:2]1[CH:3]=[C:4]([C:8]2[S:12][C:11]([C:13]3[CH:14]=[C:15]4[C:19](=[CH:20][CH:21]=3)[C:18](=[O:22])[N:17]([CH3:23])[CH2:16]4)=[CH:10][CH:9]=2)[CH:5]=[N:6][CH:7]=1.[C:24]([C:28]1[CH:33]=[CH:32][C:31]([S:34](Cl)(=[O:36])=[O:35])=[CH:30][CH:29]=1)([CH3:27])([CH3:26])[CH3:25]. (3) Given the product [OH:16][C:17]1([C:23]2[S:24][CH:25]=[CH:26][CH:27]=2)[CH2:18][CH2:19][N:20]([CH:2]([CH3:15])[C:3]([C:5]2[CH:14]=[CH:13][C:8]3[NH:9][C:10](=[O:12])[O:11][C:7]=3[CH:6]=2)=[O:4])[CH2:21][CH2:22]1, predict the reactants needed to synthesize it. The reactants are: Cl[CH:2]([CH3:15])[C:3]([C:5]1[CH:14]=[CH:13][C:8]2[NH:9][C:10](=[O:12])[O:11][C:7]=2[CH:6]=1)=[O:4].[OH:16][C:17]1([C:23]2[S:24][CH:25]=[CH:26][CH:27]=2)[CH2:22][CH2:21][NH:20][CH2:19][CH2:18]1.C(N(CC)CC)C.O. (4) Given the product [C:19]1([CH3:24])[CH:20]=[CH:21][CH:22]=[CH:23][C:18]=1[N:1]1[C:5](=[O:6])[CH2:4][N:3]2[C:7](=[O:10])[CH2:8][CH2:9][CH:2]12, predict the reactants needed to synthesize it. The reactants are: [NH:1]1[C:5](=[O:6])[CH2:4][N:3]2[C:7](=[O:10])[CH2:8][CH2:9][CH:2]12.C([O-])([O-])=O.[K+].[K+].Br[C:18]1[CH:23]=[CH:22][CH:21]=[CH:20][C:19]=1[CH3:24].C(OCC)(=O)C. (5) Given the product [NH2:16][C:4]1[N:3]=[C:2]([Cl:1])[N:7]=[C:6]([C:8]2[O:9][CH:10]=[CH:11][CH:12]=2)[C:5]=1[O:13][CH3:14], predict the reactants needed to synthesize it. The reactants are: [Cl:1][C:2]1[N:7]=[C:6]([C:8]2[O:9][CH:10]=[CH:11][CH:12]=2)[C:5]([O:13][CH3:14])=[C:4](Cl)[N:3]=1.[NH3:16]. (6) Given the product [Br:19][C:13]1[S:14][C:7]2[N:6]=[C:5]([O:15][CH2:16][CH2:17][CH3:18])[N:4]([CH2:1][CH2:2][CH3:3])[C:9](=[CH:10][NH2:11])[C:8]=2[CH:12]=1, predict the reactants needed to synthesize it. The reactants are: [CH2:1]([N:4]1[C:9](=[CH:10][NH2:11])[C:8]2[CH:12]=[CH:13][S:14][C:7]=2[N:6]=[C:5]1[O:15][CH2:16][CH2:17][CH3:18])[CH2:2][CH3:3].[Br:19]N1C(=O)CCC1=O. (7) Given the product [CH:3]([O-:5])=[O:4].[CH:8]1([C@H:14]2[C:47](=[O:48])[N:46]3[CH2:49][C@@H:43]([CH2:44][C@H:45]3[C:50](=[O:67])[NH:51][C@:52]3([C:57](=[O:66])[NH:58][S:59]([C:62]4([CH3:65])[CH2:63][CH2:64]4)(=[O:61])=[O:60])[CH2:54][C@H:53]3[CH:55]=[CH2:56])[O:42][C:26]3=[N:27][C:28]4[CH:29]=[CH:30][CH:31]=[CH:32][C:33]=4[C:34]([O:35][CH:36]4[CH2:37][CH2:38][NH+:39]([CH2:85][C:86]([F:89])([F:88])[F:87])[CH2:40][CH2:41]4)=[C:25]3[CH2:24][CH2:23][CH2:22][CH2:21][CH2:20][C@@H:19]3[CH2:68][C@H:18]3[O:17][C:16](=[O:69])[NH:15]2)[CH2:13][CH2:12][CH2:11][CH2:10][CH2:9]1, predict the reactants needed to synthesize it. The reactants are: FC(F)(F)[C:3]([O-:5])=[O:4].[CH:8]1([C@H:14]2[C:47](=[O:48])[N:46]3[CH2:49][C@@H:43]([CH2:44][C@H:45]3[C:50](=[O:67])[NH:51][C@:52]3([C:57](=[O:66])[NH:58][S:59]([C:62]4([CH3:65])[CH2:64][CH2:63]4)(=[O:61])=[O:60])[CH2:54][C@H:53]3[CH:55]=[CH2:56])[O:42][C:26]3=[N:27][C:28]4[CH:29]=[CH:30][CH:31]=[CH:32][C:33]=4[C:34]([O:35][CH:36]4[CH2:41][CH2:40][NH2+:39][CH2:38][CH2:37]4)=[C:25]3[CH2:24][CH2:23][CH2:22][CH2:21][CH2:20][C@@H:19]3[CH2:68][C@H:18]3[O:17][C:16](=[O:69])[NH:15]2)[CH2:13][CH2:12][CH2:11][CH2:10][CH2:9]1.CCN(C(C)C)C(C)C.FC(F)(F)S(O[CH2:85][C:86]([F:89])([F:88])[F:87])(=O)=O.